This data is from Forward reaction prediction with 1.9M reactions from USPTO patents (1976-2016). The task is: Predict the product of the given reaction. (1) Given the reactants [CH3:1][C:2]1[CH:7]=[C:6]([N+:8]([O-:10])=[O:9])[CH:5]=[CH:4][C:3]=1[N:11]=[C:12]=[S:13].[CH2:14]([NH2:21])[C:15]1[CH:20]=[CH:19][CH:18]=[CH:17][CH:16]=1.Cl[CH2:23][C:24](O)=[O:25], predict the reaction product. The product is: [CH3:1][C:2]1[CH:7]=[C:6]([N+:8]([O-:10])=[O:9])[CH:5]=[CH:4][C:3]=1[N:11]=[C:12]1[N:21]([CH2:14][C:15]2[CH:20]=[CH:19][CH:18]=[CH:17][CH:16]=2)[C:24](=[O:25])[CH2:23][S:13]1. (2) The product is: [C:18]([C:20]1([NH:23][C:24]([C@@H:26]2[CH2:27][C@@H:28]([S:11][C:8]3[CH:9]=[CH:10][C:5]([O:4][CH2:3][C:2]([F:1])([F:16])[F:17])=[CH:6][C:7]=3[C:12]([F:13])([F:14])[F:15])[CH2:29][N:30]2[C:31]([C:33]2([CH3:36])[CH2:35][CH2:34]2)=[O:32])=[O:25])[CH2:21][CH2:22]1)#[N:19]. Given the reactants [F:1][C:2]([F:17])([F:16])[CH2:3][O:4][C:5]1[CH:10]=[CH:9][C:8]([SH:11])=[C:7]([C:12]([F:15])([F:14])[F:13])[CH:6]=1.[C:18]([C:20]1([NH:23][C:24]([C@H:26]2[N:30]([C:31]([C:33]3([CH3:36])[CH2:35][CH2:34]3)=[O:32])[CH2:29][C@@H:28](OS(C3C=CC=CC=3)(=O)=O)[CH2:27]2)=[O:25])[CH2:22][CH2:21]1)#[N:19].CC(C)([O-])C.[Li+].O, predict the reaction product.